From a dataset of Peptide-MHC class I binding affinity with 185,985 pairs from IEDB/IMGT. Regression. Given a peptide amino acid sequence and an MHC pseudo amino acid sequence, predict their binding affinity value. This is MHC class I binding data. (1) The peptide sequence is FLAHAIGTSI. The MHC is HLA-A02:17 with pseudo-sequence HLA-A02:17. The binding affinity (normalized) is 0.943. (2) The MHC is HLA-A03:01 with pseudo-sequence HLA-A03:01. The peptide sequence is NSSYWRQGY. The binding affinity (normalized) is 0.0847. (3) The peptide sequence is FFTYLCGFI. The MHC is HLA-A30:02 with pseudo-sequence HLA-A30:02. The binding affinity (normalized) is 0. (4) The binding affinity (normalized) is 0. The MHC is HLA-A31:01 with pseudo-sequence HLA-A31:01. The peptide sequence is KEKGGLEGL. (5) The peptide sequence is YLGPRVCWL. The MHC is HLA-A02:03 with pseudo-sequence HLA-A02:03. The binding affinity (normalized) is 0.888.